This data is from Catalyst prediction with 721,799 reactions and 888 catalyst types from USPTO. The task is: Predict which catalyst facilitates the given reaction. (1) Reactant: [Cl:1][C:2]1[CH:7]=[CH:6][CH:5]=[C:4]([Cl:8])[C:3]=1[C:9]1[C:13]([CH2:14][O:15][C:16]2[CH:21]=[CH:20][C:19]([NH:22][CH3:23])=[C:18]([CH3:24])[CH:17]=2)=[C:12]([CH:25]([CH3:27])[CH3:26])[O:11][N:10]=1.C(=O)([O-])[O-].[K+].[K+].Br[CH2:35][C:36]1[CH:37]=[C:38]([CH:43]=[CH:44][CH:45]=1)[C:39]([O:41][CH3:42])=[O:40]. Product: [Cl:1][C:2]1[CH:7]=[CH:6][CH:5]=[C:4]([Cl:8])[C:3]=1[C:9]1[C:13]([CH2:14][O:15][C:16]2[CH:21]=[CH:20][C:19]([N:22]([CH2:35][C:36]3[CH:37]=[C:38]([CH:43]=[CH:44][CH:45]=3)[C:39]([O:41][CH3:42])=[O:40])[CH3:23])=[C:18]([CH3:24])[CH:17]=2)=[C:12]([CH:25]([CH3:27])[CH3:26])[O:11][N:10]=1. The catalyst class is: 9. (2) Reactant: [H-].[Na+].[CH3:3][C@@H:4]([OH:7])[CH2:5][OH:6].F[C:9]1[N:14]=[CH:13][C:12]([C:15]2[C:16]([CH3:34])=[N:17][CH:18]=[C:19]([NH:21][C:22](=[O:33])[C:23]3[CH:28]=[CH:27][CH:26]=[C:25]([C:29]([F:32])([F:31])[F:30])[CH:24]=3)[CH:20]=2)=[CH:11][C:10]=1[N:35]1[CH2:40][CH2:39][O:38][CH2:37][CH2:36]1. Product: [OH:7][C@H:4]([CH3:3])[CH2:5][O:6][C:9]1[N:14]=[CH:13][C:12]([C:15]2[C:16]([CH3:34])=[N:17][CH:18]=[C:19]([NH:21][C:22](=[O:33])[C:23]3[CH:28]=[CH:27][CH:26]=[C:25]([C:29]([F:30])([F:32])[F:31])[CH:24]=3)[CH:20]=2)=[CH:11][C:10]=1[N:35]1[CH2:40][CH2:39][O:38][CH2:37][CH2:36]1. The catalyst class is: 44. (3) Reactant: [CH2:1]([O:3][C:4](=[O:17])[C:5]1[CH:10]=[CH:9][C:8]([C:11]#[C:12][CH:13]([CH3:15])[CH3:14])=[C:7]([NH2:16])[CH:6]=1)[CH3:2]. Product: [CH2:1]([O:3][C:4]([C:5]1[CH:6]=[C:7]2[C:8]([CH:11]=[C:12]([CH:13]([CH3:14])[CH3:15])[NH:16]2)=[CH:9][CH:10]=1)=[O:17])[CH3:2]. The catalyst class is: 122. (4) Reactant: [CH3:1][O:2][C:3]1[C:4]([OH:22])=[N:5][C:6]([N:10]2[CH2:14][CH2:13][CH2:12][C@H:11]2[C:15]2[CH:20]=[CH:19][C:18]([CH3:21])=[CH:17][CH:16]=2)=[N:7][C:8]=1[OH:9].C(N(CC)CC)C.[F:30][C:31]([F:44])([F:43])[S:32](O[S:32]([C:31]([F:44])([F:43])[F:30])(=[O:34])=[O:33])(=[O:34])=[O:33]. Product: [F:30][C:31]([F:44])([F:43])[S:32]([O:22][C:4]1[C:3]([O:2][CH3:1])=[C:8]([O:9][S:32]([C:31]([F:30])([F:43])[F:44])(=[O:33])=[O:34])[N:7]=[C:6]([N:10]2[CH2:14][CH2:13][CH2:12][C@H:11]2[C:15]2[CH:20]=[CH:19][C:18]([CH3:21])=[CH:17][CH:16]=2)[N:5]=1)(=[O:34])=[O:33]. The catalyst class is: 4. (5) Reactant: [C:1]([CH2:3][O:4][C:5]1[CH:14]=[CH:13][C:8]([C:9]([O:11][CH3:12])=[O:10])=[CH:7][CH:6]=1)#[N:2].[N-:15]=[N+:16]=[N-:17].[Na+].[Cl-].[NH4+]. Product: [N:2]1[NH:15][N:16]=[N:17][C:1]=1[CH2:3][O:4][C:5]1[CH:14]=[CH:13][C:8]([C:9]([O:11][CH3:12])=[O:10])=[CH:7][CH:6]=1. The catalyst class is: 3. (6) Reactant: [CH3:1][O:2][C:3]1[C:12]2[CH2:11][C@@H:10]([N:13]3[CH2:17][CH2:16][CH2:15][CH2:14]3)[CH2:9][CH2:8][C:7]=2[C:6]([NH2:18])=[CH:5][CH:4]=1.[N:19]1[CH:24]=[CH:23][CH:22]=[C:21]([S:25](Cl)(=[O:27])=[O:26])[CH:20]=1.N1C=CC=CC=1. Product: [CH3:1][O:2][C:3]1[C:12]2[CH2:11][C@@H:10]([N:13]3[CH2:17][CH2:16][CH2:15][CH2:14]3)[CH2:9][CH2:8][C:7]=2[C:6]([NH:18][S:25]([C:21]2[CH:20]=[N:19][CH:24]=[CH:23][CH:22]=2)(=[O:27])=[O:26])=[CH:5][CH:4]=1. The catalyst class is: 4.